Dataset: NCI-60 drug combinations with 297,098 pairs across 59 cell lines. Task: Regression. Given two drug SMILES strings and cell line genomic features, predict the synergy score measuring deviation from expected non-interaction effect. (1) Drug 1: C1CN1P(=S)(N2CC2)N3CC3. Drug 2: CS(=O)(=O)CCNCC1=CC=C(O1)C2=CC3=C(C=C2)N=CN=C3NC4=CC(=C(C=C4)OCC5=CC(=CC=C5)F)Cl. Cell line: NCI-H522. Synergy scores: CSS=14.9, Synergy_ZIP=-7.56, Synergy_Bliss=0.950, Synergy_Loewe=-5.02, Synergy_HSA=1.62. (2) Drug 1: CNC(=O)C1=NC=CC(=C1)OC2=CC=C(C=C2)NC(=O)NC3=CC(=C(C=C3)Cl)C(F)(F)F. Drug 2: C(CCl)NC(=O)N(CCCl)N=O. Cell line: HCC-2998. Synergy scores: CSS=-7.95, Synergy_ZIP=1.22, Synergy_Bliss=-6.06, Synergy_Loewe=-8.45, Synergy_HSA=-13.2. (3) Drug 1: C1=NC(=NC(=O)N1C2C(C(C(O2)CO)O)O)N. Drug 2: C1CNP(=O)(OC1)N(CCCl)CCCl. Cell line: SF-539. Synergy scores: CSS=13.7, Synergy_ZIP=5.37, Synergy_Bliss=10.9, Synergy_Loewe=-0.914, Synergy_HSA=5.55. (4) Drug 1: C1=CC(=CC=C1C#N)C(C2=CC=C(C=C2)C#N)N3C=NC=N3. Drug 2: CC1=C(C(CCC1)(C)C)C=CC(=CC=CC(=CC(=O)O)C)C. Cell line: SW-620. Synergy scores: CSS=-3.38, Synergy_ZIP=0.767, Synergy_Bliss=-0.137, Synergy_Loewe=-6.64, Synergy_HSA=-5.60. (5) Drug 1: CN(C)C1=NC(=NC(=N1)N(C)C)N(C)C. Synergy scores: CSS=60.5, Synergy_ZIP=-0.991, Synergy_Bliss=-4.57, Synergy_Loewe=-71.8, Synergy_HSA=-7.60. Drug 2: C1C(C(OC1N2C=NC3=C(N=C(N=C32)Cl)N)CO)O. Cell line: MOLT-4. (6) Drug 1: C1=C(C(=O)NC(=O)N1)N(CCCl)CCCl. Drug 2: C1=NC2=C(N1)C(=S)N=C(N2)N. Cell line: EKVX. Synergy scores: CSS=39.1, Synergy_ZIP=-7.95, Synergy_Bliss=-0.946, Synergy_Loewe=-10.6, Synergy_HSA=2.28. (7) Drug 1: CC(CN1CC(=O)NC(=O)C1)N2CC(=O)NC(=O)C2. Drug 2: CN1C(=O)N2C=NC(=C2N=N1)C(=O)N. Cell line: OVCAR-5. Synergy scores: CSS=17.3, Synergy_ZIP=-3.45, Synergy_Bliss=1.97, Synergy_Loewe=-6.04, Synergy_HSA=-1.49. (8) Drug 1: CCC1(CC2CC(C3=C(CCN(C2)C1)C4=CC=CC=C4N3)(C5=C(C=C6C(=C5)C78CCN9C7C(C=CC9)(C(C(C8N6C)(C(=O)OC)O)OC(=O)C)CC)OC)C(=O)OC)O.OS(=O)(=O)O. Drug 2: CC(C)CN1C=NC2=C1C3=CC=CC=C3N=C2N. Cell line: OVCAR-4. Synergy scores: CSS=-3.23, Synergy_ZIP=2.58, Synergy_Bliss=2.39, Synergy_Loewe=-1.40, Synergy_HSA=-1.13.